Dataset: Reaction yield outcomes from USPTO patents with 853,638 reactions. Task: Predict the reaction yield, written as a fraction of the theoretical maximum amount of product (1.0 means a 100% yield; for example, 0.34 means a 34% yield). (1) The reactants are [NH2:1][C:2]1[CH:7]=[CH:6][C:5]([N:8]2[C:14](=[O:15])[CH2:13][C:12](=[O:16])[NH:11][C:10]3[C:17]4[C:22]([CH:23]=[CH:24][C:9]2=3)=[CH:21][CH:20]=[CH:19][CH:18]=4)=[CH:4][CH:3]=1.[I:25][C:26]1[CH:34]=[CH:33][C:29]([C:30](Cl)=[O:31])=[C:28]([O:35][CH3:36])[CH:27]=1.IC1C=CC=CC=1C(NCCN1C(=O)CC(=O)NC2C3C(C=CC1=2)=CC=CC=3)=O. No catalyst specified. The product is [I:25][C:26]1[CH:34]=[CH:33][C:29]([C:30]([NH:1][C:2]2[CH:7]=[CH:6][C:5]([N:8]3[C:14](=[O:15])[CH2:13][C:12](=[O:16])[NH:11][C:10]4[C:17]5[C:22]([CH:23]=[CH:24][C:9]3=4)=[CH:21][CH:20]=[CH:19][CH:18]=5)=[CH:4][CH:3]=2)=[O:31])=[C:28]([O:35][CH3:36])[CH:27]=1. The yield is 0.930. (2) The reactants are C([O:3][C:4](=[O:12])[CH2:5][N:6]1[CH2:11][CH2:10][O:9][CH2:8][CH2:7]1)C.[OH-].[K+:14]. The catalyst is C(O)C. The product is [K+:14].[N:6]1([CH2:5][C:4]([O-:12])=[O:3])[CH2:11][CH2:10][O:9][CH2:8][CH2:7]1. The yield is 1.00. (3) The reactants are Cl[CH2:2][CH2:3][CH2:4][N:5]1[C:14]2[C:9](=[CH:10][CH:11]=[C:12]([CH3:15])[CH:13]=2)[CH:8]=[CH:7][C:6]1=[O:16].C([O-])([O-])=O.[K+].[K+].[CH2:23]([CH:27]1[CH2:32][CH2:31][NH:30][CH2:29][CH2:28]1)[CH2:24][CH2:25][CH3:26].CCOC(C)=O. The catalyst is CC#N.O. The product is [CH2:23]([CH:27]1[CH2:32][CH2:31][N:30]([CH2:2][CH2:3][CH2:4][N:5]2[C:14]3[C:9](=[CH:10][CH:11]=[C:12]([CH3:15])[CH:13]=3)[CH:8]=[CH:7][C:6]2=[O:16])[CH2:29][CH2:28]1)[CH2:24][CH2:25][CH3:26]. The yield is 0.0600. (4) The reactants are [N:1]1[CH:6]=[CH:5][C:4]([OH:7])=[CH:3][C:2]=1[OH:8].Br[CH2:10][C:11]1[CH:16]=[CH:15][CH:14]=[C:13]([F:17])[CH:12]=1. The catalyst is CN(C=O)C. The product is [F:17][C:13]1[CH:12]=[C:11]([CH:16]=[CH:15][CH:14]=1)[CH2:10][N:1]1[CH:6]=[CH:5][C:4]([O:7][CH2:10][C:11]2[CH:16]=[CH:15][CH:14]=[C:13]([F:17])[CH:12]=2)=[CH:3][C:2]1=[O:8]. The yield is 0.360. (5) The catalyst is C1COCC1. The yield is 0.160. The product is [CH3:33][O:32][C:30]1[CH:31]=[C:26]([CH2:25][CH2:24][C:14]2[CH:13]=[C:12]([NH:11][C:48](=[O:49])[C:47]3[CH:46]=[CH:45][C:44]([CH2:43][N:40]4[CH2:39][CH2:38][CH:37]([F:36])[CH2:42][CH2:41]4)=[CH:53][CH:52]=3)[NH:16][N:15]=2)[CH:27]=[C:28]([O:34][CH3:35])[CH:29]=1. The reactants are C[Si]([N-][Si](C)(C)C)(C)C.[Na+].[NH2:11][C:12]1[N:16](C(OC(C)(C)C)=O)[N:15]=[C:14]([CH2:24][CH2:25][C:26]2[CH:31]=[C:30]([O:32][CH3:33])[CH:29]=[C:28]([O:34][CH3:35])[CH:27]=2)[CH:13]=1.[F:36][CH:37]1[CH2:42][CH2:41][N:40]([CH2:43][C:44]2[CH:53]=[CH:52][C:47]([C:48](OC)=[O:49])=[CH:46][CH:45]=2)[CH2:39][CH2:38]1.